From a dataset of Full USPTO retrosynthesis dataset with 1.9M reactions from patents (1976-2016). Predict the reactants needed to synthesize the given product. (1) Given the product [CH3:15][O:14][CH2:13][CH2:12][CH2:11][O:10][C:3]1[CH:4]=[C:5]([CH:8]=[CH:9][C:2]=1[O:1][Si:24]([CH:28]([CH3:30])[CH3:29])([CH:25]([CH3:27])[CH3:26])[CH:21]([CH3:23])[CH3:22])[CH:6]=[O:7], predict the reactants needed to synthesize it. The reactants are: [OH:1][C:2]1[CH:9]=[CH:8][C:5]([CH:6]=[O:7])=[CH:4][C:3]=1[O:10][CH2:11][CH2:12][CH2:13][O:14][CH3:15].N1C=CN=C1.[CH:21]([Si:24](Cl)([CH:28]([CH3:30])[CH3:29])[CH:25]([CH3:27])[CH3:26])([CH3:23])[CH3:22]. (2) Given the product [CH3:18][O:17][CH2:16][C:14]1[N:13]([CH3:19])[N:12]=[C:11]([NH:10][C:4]2[C:5](=[O:9])[N:6]([CH3:8])[CH:7]=[C:2]([B:23]3[O:24][C:25]([CH3:27])([CH3:26])[C:21]([CH3:37])([CH3:20])[O:22]3)[CH:3]=2)[CH:15]=1, predict the reactants needed to synthesize it. The reactants are: Br[C:2]1[CH:3]=[C:4]([NH:10][C:11]2[CH:15]=[C:14]([CH2:16][O:17][CH3:18])[N:13]([CH3:19])[N:12]=2)[C:5](=[O:9])[N:6]([CH3:8])[CH:7]=1.[CH3:20][C:21]1([CH3:37])[C:25]([CH3:27])([CH3:26])[O:24][B:23]([B:23]2[O:24][C:25]([CH3:27])([CH3:26])[C:21]([CH3:37])([CH3:20])[O:22]2)[O:22]1.CC(C1C=C(C(C)C)C(C2C=CC=CC=2P(C2CCCCC2)C2CCCCC2)=C(C(C)C)C=1)C.C([O-])(=O)C.[K+]. (3) Given the product [C:1]([C:5]1[C:9]([Cl:10])=[CH:8][NH:7][N:6]=1)([CH3:4])([CH3:3])[CH3:2], predict the reactants needed to synthesize it. The reactants are: [C:1]([C:5]1[CH:9]=[CH:8][NH:7][N:6]=1)([CH3:4])([CH3:3])[CH3:2].[Cl:10]N1C(=O)CCC1=O.